This data is from Full USPTO retrosynthesis dataset with 1.9M reactions from patents (1976-2016). The task is: Predict the reactants needed to synthesize the given product. (1) Given the product [Cl:1][C:2]1[CH:7]=[C:6]([O:8][CH3:9])[N:5]=[C:4]([N:10]([C:16]([O:15][C:12]([CH3:14])([CH3:13])[CH3:11])=[O:17])[C:16]([O:15][C:12]([CH3:14])([CH3:13])[CH3:11])=[O:17])[N:3]=1, predict the reactants needed to synthesize it. The reactants are: [Cl:1][C:2]1[CH:7]=[C:6]([O:8][CH3:9])[N:5]=[C:4]([NH2:10])[N:3]=1.[CH3:11][C:12]([O:15][C:16](O[C:16]([O:15][C:12]([CH3:14])([CH3:13])[CH3:11])=[O:17])=[O:17])([CH3:14])[CH3:13]. (2) Given the product [Br:1][C:2]1[S:3][CH:4]=[C:5]([C:7]([NH:10][C:11]2[C:16]([O:17][CH3:18])=[N:15][C:14]([NH:19][CH2:20][CH2:21][N:22]([CH:30]([CH3:31])[CH3:32])[C:23](=[O:29])[O:24][C:25]([CH3:28])([CH3:27])[CH3:26])=[N:13][C:12]=2[O:33][CH3:34])=[O:9])[N:6]=1, predict the reactants needed to synthesize it. The reactants are: [Br:1][C:2]1[S:3][CH:4]=[C:5]([C:7]([OH:9])=O)[N:6]=1.[NH2:10][C:11]1[C:12]([O:33][CH3:34])=[N:13][C:14]([NH:19][CH2:20][CH2:21][N:22]([CH:30]([CH3:32])[CH3:31])[C:23](=[O:29])[O:24][C:25]([CH3:28])([CH3:27])[CH3:26])=[N:15][C:16]=1[O:17][CH3:18].[Si](OCCNC1N=C(OC)C(NC(C2N=C(Cl)SC=2)=O)=C(OC)N=1)(C(C)(C)C)(C)C. (3) Given the product [BrH:1].[F:2][C:3]1[CH:8]=[CH:7][CH:6]=[CH:5][C:4]=1[N:9]1[C:17]2[C:12](=[CH:13][CH:14]=[CH:15][CH:16]=2)[C:11]([O:18][CH:19]2[CH2:24][CH2:23][NH:22][CH2:21][CH2:20]2)=[N:10]1, predict the reactants needed to synthesize it. The reactants are: [BrH:1].[F:2][C:3]1[CH:8]=[CH:7][CH:6]=[CH:5][C:4]=1[N:9]1[C:17]2[C:12](=[CH:13][CH:14]=[CH:15][CH:16]=2)[C:11]([O:18][CH:19]2[CH2:24][CH2:23][NH:22][CH2:21][CH2:20]2)=[N:10]1.N#N.CC(OC)(C)C. (4) Given the product [CH3:14][O:6][C:5](=[O:7])[C:4]1[CH:8]=[C:9]([N+:11]([O-:13])=[O:12])[CH:10]=[C:2]([OH:1])[CH:3]=1, predict the reactants needed to synthesize it. The reactants are: [OH:1][C:2]1[CH:3]=[C:4]([CH:8]=[C:9]([N+:11]([O-:13])=[O:12])[CH:10]=1)[C:5]([OH:7])=[O:6].[CH3:14]O. (5) Given the product [Cl:1][C:2]1[CH:3]=[CH:4][C:5]2[N:6]([C:8]([CH2:13][CH2:14][C:15]([F:20])([F:21])[C:16]([F:19])([F:18])[F:17])=[N:9][C:10]=2[C:11](=[NH:22])[NH2:12])[CH:7]=1, predict the reactants needed to synthesize it. The reactants are: [Cl:1][C:2]1[CH:3]=[CH:4][C:5]2[N:6]([C:8]([CH2:13][CH2:14][C:15]([F:21])([F:20])[C:16]([F:19])([F:18])[F:17])=[N:9][C:10]=2[C:11]#[N:12])[CH:7]=1.[NH2:22][Al]CCl. (6) Given the product [ClH:36].[NH2:24][CH2:22][C:21]1[CH:25]=[CH:26][C:27]([CH3:28])=[C:19]([N:4]2[C:5]([CH3:18])=[CH:6][C:7]([O:8][CH2:9][C:10]3[CH:15]=[CH:14][C:13]([F:16])=[CH:12][C:11]=3[F:17])=[C:2]([Br:1])[C:3]2=[O:29])[CH:20]=1, predict the reactants needed to synthesize it. The reactants are: [Br:1][C:2]1[C:3](=[O:29])[N:4]([C:19]2[CH:20]=[C:21]([CH:25]=[CH:26][C:27]=2[CH3:28])[C:22]([NH2:24])=O)[C:5]([CH3:18])=[CH:6][C:7]=1[O:8][CH2:9][C:10]1[CH:15]=[CH:14][C:13]([F:16])=[CH:12][C:11]=1[F:17].B.C1COCC1.[ClH:36].